This data is from Full USPTO retrosynthesis dataset with 1.9M reactions from patents (1976-2016). The task is: Predict the reactants needed to synthesize the given product. (1) Given the product [N:20]1([C:16]2([C:17]#[N:18])[CH2:19][CH2:3][CH2:2][CH2:15]2)[CH2:24][CH2:23][CH2:22][CH2:21]1, predict the reactants needed to synthesize it. The reactants are: N1CC[CH2:3][CH2:2]1.C1(=O)CCCC1.[C-]#N.[K+].[CH3:15][C:16]([N:20]1[CH2:24][CH2:23][CH2:22][CH2:21]1)([CH3:19])[C:17]#[N:18]. (2) Given the product [CH3:2][C:1]1([C:4]23[CH2:11][CH:10]4[CH2:12][C:6]([C:13]([O:15][CH3:16])=[O:14])([CH2:7][CH:8]2[CH2:9]4)[CH2:5]3)[O:19][CH2:18][CH2:17][O:3]1, predict the reactants needed to synthesize it. The reactants are: [C:1]([C:4]12[CH2:11][CH:10]3[CH2:12][C:6]([C:13]([O:15][CH3:16])=[O:14])([CH2:7][CH:8]1[CH2:9]3)[CH2:5]2)(=[O:3])[CH3:2].[CH2:17](O)[CH2:18][OH:19].CC1C=CC(S(O)(=O)=O)=CC=1.C([O-])(O)=O.[Na+]. (3) Given the product [CH3:21][C@@H:9]1[NH:8][CH2:13][CH2:12][N:11]([CH:14]2[CH2:19][CH2:18][N:17]([CH3:20])[CH2:16][CH2:15]2)[CH2:10]1, predict the reactants needed to synthesize it. The reactants are: C([N:8]1[CH2:13][CH2:12][N:11]([CH:14]2[CH2:19][CH2:18][N:17]([CH3:20])[CH2:16][CH2:15]2)[CH2:10][C@@H:9]1[CH3:21])C1C=CC=CC=1.